This data is from Reaction yield outcomes from USPTO patents with 853,638 reactions. The task is: Predict the reaction yield, written as a fraction of the theoretical maximum amount of product (1.0 means a 100% yield; for example, 0.34 means a 34% yield). (1) The reactants are C1(OC2C=CC=CC=2)C=CC=CC=1.[F:14][C:15]([F:34])([F:33])[C:16]([NH:21][C:22]1[CH:27]=[C:26]([F:28])[CH:25]=[CH:24][C:23]=1[O:29][CH2:30][CH2:31][CH3:32])=[CH:17][C:18]([OH:20])=O. The catalyst is CCCCCC. The product is [F:28][C:26]1[CH:25]=[CH:24][C:23]([O:29][CH2:30][CH2:31][CH3:32])=[C:22]2[C:27]=1[C:18](=[O:20])[CH:17]=[C:16]([C:15]([F:14])([F:34])[F:33])[NH:21]2. The yield is 0.940. (2) The reactants are [NH2:1][C:2]1[CH:7]=[C:6]([O:8][CH3:9])[C:5]([O:10][CH3:11])=[CH:4][C:3]=1[C:12]1[CH:13]=[C:14]2[C:19](=[CH:20][CH:21]=1)[CH:18]=[C:17]([O:22][CH3:23])[C:16]([O:24][CH3:25])=[CH:15]2.[N:26]([O-])=O.[Na+].O.C(Cl)(Cl)Cl. The catalyst is C(O)(=O)C.Cl.C(OCC)(=O)C. The product is [CH3:23][O:22][C:17]1[C:16]([O:24][CH3:25])=[CH:15][C:14]2[C:19]([CH:18]=1)=[CH:20][CH:21]=[C:12]1[C:13]=2[N:26]=[N:1][C:2]2[CH:7]=[C:6]([O:8][CH3:9])[C:5]([O:10][CH3:11])=[CH:4][C:3]1=2. The yield is 0.440. (3) The reactants are [F:1][C:2]1[CH:11]=[C:6]([C:7]([O:9][CH3:10])=[O:8])[C:5]([OH:12])=[CH:4][CH:3]=1.[F:13][C:14]([F:25])([F:24])[C:15]1[CH:20]=[CH:19][C:18]([CH2:21][CH2:22]O)=[CH:17][CH:16]=1.C1(P(C2C=CC=CC=2)C2C=CC=CC=2)C=CC=CC=1.N(C(OCC)=O)=NC(OCC)=O. The catalyst is C1COCC1. The product is [F:1][C:2]1[CH:3]=[CH:4][C:5]([O:12][CH2:22][CH2:21][C:18]2[CH:17]=[CH:16][C:15]([C:14]([F:13])([F:24])[F:25])=[CH:20][CH:19]=2)=[C:6]([CH:11]=1)[C:7]([O:9][CH3:10])=[O:8]. The yield is 0.580. (4) The reactants are [F:1][C:2]([F:12])([F:11])[C:3]1[CH:8]=[CH:7][C:6]([C:9]#[N:10])=[CH:5][CH:4]=1.C(N)(=[S:15])C.Cl.O. The catalyst is CN(C=O)C. The product is [F:1][C:2]([F:11])([F:12])[C:3]1[CH:4]=[CH:5][C:6]([C:9]([NH2:10])=[S:15])=[CH:7][CH:8]=1. The yield is 0.730. (5) The reactants are [CH2:1]([O:3][C:4]([CH:6]1[CH2:12][CH2:11][CH:10]2[CH:8]([O:9]2)[CH2:7]1)=[O:5])[CH3:2].[Cl-].[NH4+].[N-:15]=[N+:16]=[N-:17].[Na+]. The catalyst is CN(C=O)C. The product is [N:15]([CH:8]1[CH:10]([OH:9])[CH2:11][CH2:12][CH:6]([C:4]([O:3][CH2:1][CH3:2])=[O:5])[CH2:7]1)=[N+:16]=[N-:17]. The yield is 0.910. (6) The reactants are [CH3:1][CH:2]1[CH2:7][C:6](=[O:8])[CH2:5][C:4](=[O:9])[CH2:3]1.C([O-])([O-])=O.[Na+].[Na+].[O:16](S(C(F)(F)F)(=O)=O)[S:17]([C:20]([F:23])([F:22])[F:21])(=O)=[O:18]. The catalyst is C(Cl)Cl. The product is [F:21][C:20]([F:23])([F:22])[S:17]([O:8][C:6]1[CH2:7][CH:2]([CH3:1])[CH2:3][C:4](=[O:9])[CH:5]=1)(=[O:18])=[O:16]. The yield is 0.780.